This data is from Retrosynthesis with 50K atom-mapped reactions and 10 reaction types from USPTO. The task is: Predict the reactants needed to synthesize the given product. (1) Given the product Cc1[nH]c(C=C2C(=O)Nc3ccc(-c4ccccc4)cc32)c(C)c1C(=O)NCCN1CCCC1, predict the reactants needed to synthesize it. The reactants are: Cc1[nH]c(C=O)c(C)c1C(=O)NCCN1CCCC1.O=C1Cc2cc(-c3ccccc3)ccc2N1. (2) Given the product C[C@@H](C(=O)N1CCOCC1)N1CC[C@H](NS(=O)(=O)c2cc3cc(Cl)ccc3o2)C1=O, predict the reactants needed to synthesize it. The reactants are: C[C@@H](C(=O)N1CCOCC1)N1CC[C@H](N)C1=O.O=S(=O)(Cl)c1cc2cc(Cl)ccc2o1. (3) Given the product O=C(OCc1ccccc1)N1CCN(c2cc(N[C@@H]3CCCNC3)nc(-c3cnc4ccc(F)cn34)n2)CC1, predict the reactants needed to synthesize it. The reactants are: CC(C)(C)OC(=O)N1CCC[C@@H](Nc2cc(N3CCN(C(=O)OCc4ccccc4)CC3)nc(-c3cnc4ccc(F)cn34)n2)C1. (4) Given the product Cc1cc(C(=O)NCCN2CCCC2)c(C=C2C(=O)Nc3cccc(-c4ccc(F)c(Cl)c4)c32)[nH]1, predict the reactants needed to synthesize it. The reactants are: Cc1cc(C(=O)NCCN2CCCC2)c(C=O)[nH]1.O=C1Cc2c(cccc2-c2ccc(F)c(Cl)c2)N1.